This data is from Catalyst prediction with 721,799 reactions and 888 catalyst types from USPTO. The task is: Predict which catalyst facilitates the given reaction. (1) The catalyst class is: 9. Reactant: [F:1][C:2]1[CH:3]=[CH:4][C:5]([C:26]2[C:31]([CH3:32])=[CH:30][C:29]([OH:33])=[CH:28][C:27]=2[CH3:34])=[C:6]2[C:10]=1[C@H:9]([O:11][C:12]1[CH:25]=[CH:24][C:15]3[C@H:16]([CH2:19][C:20]([O:22][CH3:23])=[O:21])[CH2:17][O:18][C:14]=3[CH:13]=1)[CH2:8][CH2:7]2.Br[CH2:36][CH:37]1[CH2:42][CH2:41][O:40][CH2:39][CH2:38]1.C(=O)([O-])[O-].[K+].[K+]. Product: [CH3:34][C:27]1[CH:28]=[C:29]([O:33][CH2:36][CH:37]2[CH2:42][CH2:41][O:40][CH2:39][CH2:38]2)[CH:30]=[C:31]([CH3:32])[C:26]=1[C:5]1[CH:4]=[CH:3][C:2]([F:1])=[C:10]2[C:6]=1[CH2:7][CH2:8][C@H:9]2[O:11][C:12]1[CH:25]=[CH:24][C:15]2[C@H:16]([CH2:19][C:20]([O:22][CH3:23])=[O:21])[CH2:17][O:18][C:14]=2[CH:13]=1. (2) Reactant: [F:1][C:2]([F:21])([F:20])[C:3]([NH:5][C:6]1[CH:11]=[C:10]([C:12]([F:15])([F:14])[F:13])[CH:9]=[C:8]([CH2:16][CH2:17][CH2:18][OH:19])[CH:7]=1)=[O:4].NC1C=CC=CC=1.CC(OI1(OC(C)=O)(OC(C)=O)OC(=O)C2C=CC=CC1=2)=O. Product: [F:1][C:2]([F:20])([F:21])[C:3]([NH:5][C:6]1[CH:11]=[C:10]([C:12]([F:13])([F:15])[F:14])[CH:9]=[C:8]([CH2:16][CH2:17][CH:18]=[O:19])[CH:7]=1)=[O:4]. The catalyst class is: 4. (3) Reactant: [C:1]1([CH3:11])[CH:6]=[CH:5][C:4]([S:7]([OH:10])(=[O:9])=[O:8])=[CH:3][CH:2]=1.[NH2:12][C@@:13]([CH3:23])([CH2:17][CH:18]([CH2:21][CH3:22])[CH2:19][CH3:20])[C:14]([OH:16])=[O:15]. Product: [C:1]1([CH3:11])[CH:2]=[CH:3][C:4]([S:7]([OH:10])(=[O:8])=[O:9])=[CH:5][CH:6]=1.[NH2:12][C@@:13]([CH3:23])([CH2:17][CH:18]([CH2:21][CH3:22])[CH2:19][CH3:20])[C:14]([OH:16])=[O:15]. The catalyst class is: 10. (4) Reactant: C([N:4]1[C:12]2[CH:11]=[C:10]3[C:13](=O)[C:14](=[O:16])[NH:15][C:9]3=[CH:8][C:7]=2[CH2:6][CH2:5]1)(=O)C.[CH:18]1[C:23]([NH:24][NH2:25])=[CH:22][CH:21]=[C:20]([S:26]([NH2:29])(=[O:28])=[O:27])[CH:19]=1.Cl.[BrH:31]. Product: [BrH:31].[O:16]=[C:14]1[NH:15][C:9]2=[CH:8][C:7]3[CH2:6][CH2:5][NH:4][C:12]=3[CH:11]=[C:10]2[C:13]1=[N:25][NH:24][C:23]1[CH:22]=[CH:21][C:20]([S:26]([NH2:29])(=[O:27])=[O:28])=[CH:19][CH:18]=1. The catalyst class is: 315.